This data is from Forward reaction prediction with 1.9M reactions from USPTO patents (1976-2016). The task is: Predict the product of the given reaction. Given the reactants [CH2:1]([C:3]1[C:4]2[N:5]([N:10]=[C:11]([C:13]3[N:14]=[C:15]4[CH:23]=[CH:22][C:21]([CH:24]5[CH2:29][CH2:28][NH:27][CH2:26][CH2:25]5)=[CH:20][N:16]4[C:17](=[O:19])[CH:18]=3)[CH:12]=2)[CH:6]=[C:7]([CH3:9])[N:8]=1)[CH3:2].[CH3:30][C:31]1([CH3:38])[O:36][CH2:35][C:34](=O)[CH2:33][O:32]1.[BH-](OC(C)=O)(OC(C)=O)OC(C)=O.[Na+], predict the reaction product. The product is: [CH3:30][C:31]1([CH3:38])[O:36][CH2:35][CH:34]([N:27]2[CH2:28][CH2:29][CH:24]([C:21]3[CH:22]=[CH:23][C:15]4[N:16]([CH:20]=3)[C:17](=[O:19])[CH:18]=[C:13]([C:11]3[CH:12]=[C:4]5[C:3]([CH2:1][CH3:2])=[N:8][C:7]([CH3:9])=[CH:6][N:5]5[N:10]=3)[N:14]=4)[CH2:25][CH2:26]2)[CH2:33][O:32]1.